Dataset: Reaction yield outcomes from USPTO patents with 853,638 reactions. Task: Predict the reaction yield, written as a fraction of the theoretical maximum amount of product (1.0 means a 100% yield; for example, 0.34 means a 34% yield). The reactants are OS(O)(=O)=O.[OH:6]O.C[O:9][C:10]1[C:11]2([CH2:31][OH:32])[O:27][C:25]3=[C:26]4[C:12]52[C:17](=[CH:18][CH:19]=1)[CH:16]([CH2:20][C:21]4=[CH:22][CH:23]=[C:24]3[O:28][CH3:29])[N:15]([CH3:30])[CH2:14][CH2:13]5.N. The catalyst is C(O)=O. The product is [OH:6][C:17]12[CH:16]3[CH2:20][C:21]4[C:26]5[C:12]1([CH2:13][CH2:14][N:15]3[CH3:30])[C:11]([CH2:31][OH:32])([O:27][C:25]=5[C:24]([O:28][CH3:29])=[CH:23][CH:22]=4)[C:10](=[O:9])[CH:19]=[CH:18]2. The yield is 0.610.